This data is from Experimentally validated miRNA-target interactions with 360,000+ pairs, plus equal number of negative samples. The task is: Binary Classification. Given a miRNA mature sequence and a target amino acid sequence, predict their likelihood of interaction. (1) The miRNA is hsa-miR-3683 with sequence UGCGACAUUGGAAGUAGUAUCA. The protein sequence of the target gene is MTKLAQWLWGLAILGSTWVALTTGALGLELPLSCQEVLWPLPAYLLVSAGCYALGTVGYRVATFHDCEDAARELQSQIQEARADLARRGLRF. Result: 0 (no interaction). (2) The miRNA is hsa-miR-1183 with sequence CACUGUAGGUGAUGGUGAGAGUGGGCA. The protein sequence of the target gene is MASRQQTRIQAYLEKNKIGPLFEELMTKLITETPDQPIPFLIDHLQSKQGNQGQLQRALSGSAALWAESESSEPKGTRRDFRSYDKPWQMNAKKPKKSKSDLAVSNISPPSPDSKSLPRSVDHLKWNWRTKPQSRDFDELNHILQESKKLGKALENLSRSIAISDELDKETLAFNSSLLRPRVIGEWIGRAENDADPLAAEMLQPPVPRSKNDSWESEDSSSSPAGSLKMEPKTKGLKQQQQQHKKLLAAMLSQDSFESIHSPTPSVIEEDIDNEDDAMELLENLDDLRMEGVTTLVLSG.... Result: 0 (no interaction).